Predict the reaction yield, written as a fraction of the theoretical maximum amount of product (1.0 means a 100% yield; for example, 0.34 means a 34% yield). From a dataset of Reaction yield outcomes from USPTO patents with 853,638 reactions. (1) The reactants are [Br:1][C:2]1[CH:7]=[CH:6][C:5]([N+:8]([O-:10])=[O:9])=[CH:4][C:3]=1[O:11]C.[Cl-].[Al+3].[Cl-].[Cl-].Cl. The catalyst is C(Cl)Cl. The product is [Br:1][C:2]1[CH:7]=[CH:6][C:5]([N+:8]([O-:10])=[O:9])=[CH:4][C:3]=1[OH:11]. The yield is 0.780. (2) The reactants are [NH2:1][C:2]1[CH:10]=[C:9]2[C:5]([C:6]([C:22]#[N:23])=[C:7]([C:13]3[CH:18]=[CH:17][C:16]([O:19][CH2:20][CH3:21])=[CH:15][CH:14]=3)[N:8]2[CH2:11][CH3:12])=[CH:4][CH:3]=1.[CH2:24]([N:26]=[C:27]=[O:28])[CH3:25]. The catalyst is ClCCl. The product is [C:22]([C:6]1[C:5]2[C:9](=[CH:10][C:2]([NH:1][C:27]([NH:26][CH2:24][CH3:25])=[O:28])=[CH:3][CH:4]=2)[N:8]([CH2:11][CH3:12])[C:7]=1[C:13]1[CH:18]=[CH:17][C:16]([O:19][CH2:20][CH3:21])=[CH:15][CH:14]=1)#[N:23]. The yield is 0.950.